From a dataset of Reaction yield outcomes from USPTO patents with 853,638 reactions. Predict the reaction yield, written as a fraction of the theoretical maximum amount of product (1.0 means a 100% yield; for example, 0.34 means a 34% yield). The reactants are [F:1][C:2]1[CH:11]=[CH:10][C:5]([C:6](OC)=[O:7])=[CH:4][C:3]=1[O:12][CH2:13][C:14]1[CH:19]=[CH:18][C:17]([F:20])=[CH:16][CH:15]=1.[H-].[H-].[H-].[H-].[Li+].[Al+3].O.[OH-].[Na+]. The product is [F:1][C:2]1[CH:11]=[CH:10][C:5]([CH2:6][OH:7])=[CH:4][C:3]=1[O:12][CH2:13][C:14]1[CH:15]=[CH:16][C:17]([F:20])=[CH:18][CH:19]=1. The catalyst is C1COCC1. The yield is 0.860.